From a dataset of Forward reaction prediction with 1.9M reactions from USPTO patents (1976-2016). Predict the product of the given reaction. (1) Given the reactants [CH3:1][O:2][C:3]1[CH:8]=[CH:7][C:6]([CH2:9][N:10]2[C:14]3[N:15]=C(O)[CH:17]=[C:18](O)[C:13]=3[CH:12]=[N:11]2)=[CH:5][CH:4]=1.C1(P(Cl)([Cl:29])=O)C=CC=CC=1.[OH-].[Na+].[CH2:33]([Cl:35])Cl, predict the reaction product. The product is: [Cl:29][C:18]1[CH:17]=[C:33]([Cl:35])[N:15]=[C:14]2[N:10]([CH2:9][C:6]3[CH:7]=[CH:8][C:3]([O:2][CH3:1])=[CH:4][CH:5]=3)[N:11]=[CH:12][C:13]=12. (2) Given the reactants [B-](F)(F)(F)F.CN(C(ON1C(=O)CCC1=O)=[N+](C)C)C.[F:21][C:22]1[CH:23]=[C:24]([N:29]2[CH2:33][CH2:32][CH2:31][C@H:30]2[C:34]2[CH:35]=[C:36]([C:51]([OH:53])=O)[CH:37]=[C:38]3[C:43]=2[O:42][C:41]([N:44]2[CH2:49][CH2:48][O:47][CH2:46][CH2:45]2)=[CH:40][C:39]3=[O:50])[CH:25]=[C:26]([F:28])[CH:27]=1.CCN(C(C)C)C(C)C.[NH:63]1[CH2:68][CH2:67][O:66][CH2:65][CH2:64]1, predict the reaction product. The product is: [F:28][C:26]1[CH:25]=[C:24]([N:29]2[CH2:33][CH2:32][CH2:31][C@H:30]2[C:34]2[CH:35]=[C:36]([C:51]([N:63]3[CH2:68][CH2:67][O:66][CH2:65][CH2:64]3)=[O:53])[CH:37]=[C:38]3[C:43]=2[O:42][C:41]([N:44]2[CH2:45][CH2:46][O:47][CH2:48][CH2:49]2)=[CH:40][C:39]3=[O:50])[CH:23]=[C:22]([F:21])[CH:27]=1.